Dataset: Full USPTO retrosynthesis dataset with 1.9M reactions from patents (1976-2016). Task: Predict the reactants needed to synthesize the given product. Given the product [CH:1]1[C:13]2[CH:12]([CH2:14][O:15][C:16]([NH:18][C@H:19]([C:26]([O:28][CH3:29])=[O:27])[CH2:20][O:21][CH2:22][C:23]([O:25][C:34]([CH3:37])([CH3:36])[CH3:35])=[O:24])=[O:17])[C:11]3[C:6](=[CH:7][CH:8]=[CH:9][CH:10]=3)[C:5]=2[CH:4]=[CH:3][CH:2]=1, predict the reactants needed to synthesize it. The reactants are: [CH:1]1[C:13]2[CH:12]([CH2:14][O:15][C:16]([NH:18][C@H:19]([C:26]([O:28][CH3:29])=[O:27])[CH2:20][O:21][CH2:22][C:23]([OH:25])=[O:24])=[O:17])[C:11]3[C:6](=[CH:7][CH:8]=[CH:9][CH:10]=3)[C:5]=2[CH:4]=[CH:3][CH:2]=1.ClC(Cl)(Cl)C(=N)O[C:34]([CH3:37])([CH3:36])[CH3:35].B(F)(F)F.CCOCC.C(=O)(O)[O-].